This data is from Full USPTO retrosynthesis dataset with 1.9M reactions from patents (1976-2016). The task is: Predict the reactants needed to synthesize the given product. Given the product [Cl:1][C:2]1[CH:27]=[CH:26][C:5]([CH2:6][N:7]2[C:12](=[O:13])[C:11]([O:29][CH3:28])=[N:10][N:9]([C:15]3[CH:16]=[C:17]([NH:21][C:22](=[O:24])[CH3:23])[CH:18]=[CH:19][CH:20]=3)[C:8]2=[O:25])=[CH:4][CH:3]=1, predict the reactants needed to synthesize it. The reactants are: [Cl:1][C:2]1[CH:27]=[CH:26][C:5]([CH2:6][N:7]2[C:12](=[O:13])[C:11](Br)=[N:10][N:9]([C:15]3[CH:16]=[C:17]([NH:21][C:22](=[O:24])[CH3:23])[CH:18]=[CH:19][CH:20]=3)[C:8]2=[O:25])=[CH:4][CH:3]=1.[CH3:28][O-:29].[Na+].